This data is from Forward reaction prediction with 1.9M reactions from USPTO patents (1976-2016). The task is: Predict the product of the given reaction. (1) Given the reactants [C:1]([O:5][C:6]([NH:8][C@H:9]([C:17]([O:19][CH2:20][CH3:21])=[O:18])[CH2:10][CH2:11][C:12]([O:14][CH2:15][CH3:16])=[O:13])=[O:7])([CH3:4])([CH3:3])[CH3:2].[C:22](O[C:22]([O:24][C:25]([CH3:28])([CH3:27])[CH3:26])=[O:23])([O:24][C:25]([CH3:28])([CH3:27])[CH3:26])=[O:23], predict the reaction product. The product is: [C:1]([O:5][C:6]([N:8]([C:22]([O:24][C:25]([CH3:28])([CH3:27])[CH3:26])=[O:23])[C@H:9]([C:17]([O:19][CH2:20][CH3:21])=[O:18])[CH2:10][CH2:11][C:12]([O:14][CH2:15][CH3:16])=[O:13])=[O:7])([CH3:4])([CH3:2])[CH3:3]. (2) Given the reactants C([O:4][C@@H:5]1[C@@H:10]([O:11]C(=O)C)[C@H:9]([O:15]C(=O)C)[C@H:8]([O:19][CH3:20])[O:7][C@H:6]1[C:21]1[CH:26]=[CH:25][C:24]([Cl:27])=[C:23]([CH2:28][C:29]2[CH:38]=[CH:37][C:32]3[O:33][CH2:34][CH2:35][O:36][C:31]=3[CH:30]=2)[CH:22]=1)(=O)C.C[O-].[Na+], predict the reaction product. The product is: [Cl:27][C:24]1[CH:25]=[CH:26][C:21]([C@H:6]2[C@H:5]([OH:4])[C@@H:10]([OH:11])[C@H:9]([OH:15])[C@H:8]([O:19][CH3:20])[O:7]2)=[CH:22][C:23]=1[CH2:28][C:29]1[CH:38]=[CH:37][C:32]2[O:33][CH2:34][CH2:35][O:36][C:31]=2[CH:30]=1. (3) The product is: [C:1]([O:5][C:6]([N:8]1[CH2:12][C:11]([F:13])([F:14])[CH2:10][C@@H:9]1[CH2:15][CH2:16][C:17]([OH:19])=[O:18])=[O:7])([CH3:4])([CH3:2])[CH3:3]. Given the reactants [C:1]([O:5][C:6]([N:8]1[CH2:12][C:11]([F:14])([F:13])[CH2:10][C@@H:9]1[CH2:15][CH2:16][C:17]([O:19]CC)=[O:18])=[O:7])([CH3:4])([CH3:3])[CH3:2].C(O)C.O[Li].O, predict the reaction product.